The task is: Predict the reaction yield, written as a fraction of the theoretical maximum amount of product (1.0 means a 100% yield; for example, 0.34 means a 34% yield).. This data is from Reaction yield outcomes from USPTO patents with 853,638 reactions. (1) The reactants are [O:1]([CH2:8][C:9]1[CH:17]=[CH:16][C:12]([C:13](O)=O)=[CH:11][CH:10]=1)[C:2]1[CH:7]=[CH:6][CH:5]=[CH:4][CH:3]=1.C1C=CC2N(O)N=NC=2C=1.CCN=C=NCCCN(C)C.[N:39]1[CH:44]=[CH:43][CH:42]=[C:41]([NH2:45])[C:40]=1[NH2:46].CCN(C(C)C)C(C)C. The catalyst is O.CN(C=O)C. The product is [O:1]([CH2:8][C:9]1[CH:17]=[CH:16][C:12]([C:13]2[NH:46][C:40]3=[N:39][CH:44]=[CH:43][CH:42]=[C:41]3[N:45]=2)=[CH:11][CH:10]=1)[C:2]1[CH:7]=[CH:6][CH:5]=[CH:4][CH:3]=1. The yield is 0.480. (2) The reactants are S[C:2]1[O:3][C:4]2[C:5](=[C:7]([C:11]#[N:12])[CH:8]=[CH:9][CH:10]=2)[N:6]=1.O=S(Cl)[Cl:15]. The catalyst is CN(C=O)C. The product is [Cl:15][C:2]1[O:3][C:4]2[C:5](=[C:7]([C:11]#[N:12])[CH:8]=[CH:9][CH:10]=2)[N:6]=1. The yield is 0.600. (3) The product is [CH2:30]([O:29][C:27](=[O:28])[C:26](=[O:32])[CH2:18][C:17]([C:14]1[CH:13]=[CH:12][C:11]([C:20]2[CH:21]=[CH:22][CH:23]=[CH:24][CH:25]=2)=[CH:16][CH:15]=1)=[O:19])[CH3:31]. The catalyst is [NH4+].[Cl-]. The yield is 1.00. The reactants are C[Si]([N-][Si](C)(C)C)(C)C.[Li+].[C:11]1([C:20]2[CH:25]=[CH:24][CH:23]=[CH:22][CH:21]=2)[CH:16]=[CH:15][C:14]([C:17](=[O:19])[CH3:18])=[CH:13][CH:12]=1.[C:26](OCC)(=[O:32])[C:27]([O:29][CH2:30][CH3:31])=[O:28]. (4) The reactants are [Cl:1][C:2]1[CH:3]=[C:4]2[C:9](=[CH:10][CH:11]=1)[CH:8]=[C:7]([S:12]([CH:15]1[CH2:17][CH:16]1[C:18]([O:20]C(C)(C)C)=[O:19])(=[O:14])=[O:13])[CH:6]=[CH:5]2. The catalyst is FC(F)(F)C(O)=O. The product is [Cl:1][C:2]1[CH:3]=[C:4]2[C:9](=[CH:10][CH:11]=1)[CH:8]=[C:7]([S:12]([C@@H:15]1[CH2:17][C@H:16]1[C:18]([OH:20])=[O:19])(=[O:13])=[O:14])[CH:6]=[CH:5]2. The yield is 0.940.